Dataset: Reaction yield outcomes from USPTO patents with 853,638 reactions. Task: Predict the reaction yield, written as a fraction of the theoretical maximum amount of product (1.0 means a 100% yield; for example, 0.34 means a 34% yield). (1) The reactants are Cl.[NH2:2][C:3]1[CH:4]=[CH:5][C:6]([OH:12])=[C:7]([CH:11]=1)[C:8]([OH:10])=[O:9].[CH3:13]O. The yield is 0.785. No catalyst specified. The product is [NH2:2][C:3]1[CH:4]=[CH:5][C:6]([OH:12])=[C:7]([CH:11]=1)[C:8]([O:10][CH3:13])=[O:9]. (2) The reactants are Br[C:2]1[CH:7]=[CH:6][C:5]([N+:8]([O-:10])=[O:9])=[CH:4][N:3]=1.[C:11]([O:15][C:16]([N:18]1[CH2:23][CH:22]=[C:21](OS(C(F)(F)F)(=O)=O)[CH2:20][CH2:19]1)=[O:17])([CH3:14])([CH3:13])[CH3:12].C([O-])([O-])=O.[Na+].[Na+]. The catalyst is C1(C)C=CC=CC=1.CCO.CCOC(C)=O.C1C=CC([P]([Pd]([P](C2C=CC=CC=2)(C2C=CC=CC=2)C2C=CC=CC=2)([P](C2C=CC=CC=2)(C2C=CC=CC=2)C2C=CC=CC=2)[P](C2C=CC=CC=2)(C2C=CC=CC=2)C2C=CC=CC=2)(C2C=CC=CC=2)C2C=CC=CC=2)=CC=1. The product is [C:11]([O:15][C:16]([N:18]1[CH2:19][CH:20]=[C:21]([C:2]2[CH:7]=[CH:6][C:5]([N+:8]([O-:10])=[O:9])=[CH:4][N:3]=2)[CH2:22][CH2:23]1)=[O:17])([CH3:14])([CH3:12])[CH3:13]. The yield is 0.750.